This data is from Full USPTO retrosynthesis dataset with 1.9M reactions from patents (1976-2016). The task is: Predict the reactants needed to synthesize the given product. The reactants are: [Cl:1][C:2]1[CH:7]=[CH:6][C:5]([NH:8][C:9]([NH:11][C:12]2[CH:17]=[CH:16][CH:15]=[C:14]([C:18]3[CH:23]=[CH:22][CH:21]=[C:20]([N:24]4[CH2:28][CH2:27][CH2:26][CH2:25]4)[N:19]=3)[CH:13]=2)=[O:10])=[C:4](I)[CH:3]=1.[CH2:30]([O:34][CH:35]1[CH2:40][CH2:39][CH2:38][CH2:37][O:36]1)[CH2:31][C:32]#[CH:33]. Given the product [Cl:1][C:2]1[CH:7]=[CH:6][C:5]([NH:8][C:9]([NH:11][C:12]2[CH:17]=[CH:16][CH:15]=[C:14]([C:18]3[CH:23]=[CH:22][CH:21]=[C:20]([N:24]4[CH2:28][CH2:27][CH2:26][CH2:25]4)[N:19]=3)[CH:13]=2)=[O:10])=[C:4]([C:33]#[C:32][CH2:31][CH2:30][O:34][CH:35]2[CH2:40][CH2:39][CH2:38][CH2:37][O:36]2)[CH:3]=1, predict the reactants needed to synthesize it.